This data is from Catalyst prediction with 721,799 reactions and 888 catalyst types from USPTO. The task is: Predict which catalyst facilitates the given reaction. Product: [C@H:25]12[CH2:31][C@H:28]([N:29]([C:2]3[N:7]=[C:6]([C:8]4[CH:9]=[C:10]([OH:14])[CH:11]=[CH:12][CH:13]=4)[N:5]=[C:4]4[N:15]([C:18]5[CH:23]=[CH:22][CH:21]=[CH:20][CH:19]=5)[N:16]=[CH:17][C:3]=34)[CH2:30]1)[CH2:27][O:26]2. Reactant: Br[C:2]1[N:7]=[C:6]([C:8]2[CH:9]=[C:10]([OH:14])[CH:11]=[CH:12][CH:13]=2)[N:5]=[C:4]2[N:15]([C:18]3[CH:23]=[CH:22][CH:21]=[CH:20][CH:19]=3)[N:16]=[CH:17][C:3]=12.Cl.[C@H:25]12[CH2:31][C@H:28]([NH:29][CH2:30]1)[CH2:27][O:26]2.C(N(CC)CC)C. The catalyst class is: 8.